This data is from Peptide-MHC class II binding affinity with 134,281 pairs from IEDB. The task is: Regression. Given a peptide amino acid sequence and an MHC pseudo amino acid sequence, predict their binding affinity value. This is MHC class II binding data. The peptide sequence is KKMTTTFTNYMVDMFLA. The MHC is HLA-DQA10103-DQB10603 with pseudo-sequence HLA-DQA10103-DQB10603. The binding affinity (normalized) is 0.477.